The task is: Predict which catalyst facilitates the given reaction.. This data is from Catalyst prediction with 721,799 reactions and 888 catalyst types from USPTO. (1) Reactant: [CH2:1]([N:4]1[C:13](=[O:14])[C:12]2[NH:11][C:10]([C:15]3[N:19]([CH3:20])[N:18]=[C:17]([O:21][CH2:22][C:23]([OH:25])=O)[CH:16]=3)=[N:9][C:8]=2[N:7]([CH2:26][CH:27]=[CH2:28])[C:5]1=[O:6])[CH:2]=[CH2:3].[C:29]1([N:35]2[CH2:40][CH2:39][NH:38][CH2:37][CH2:36]2)[CH:34]=[CH:33][CH:32]=[CH:31][CH:30]=1.CCN=C=NCCCN(C)C.Cl.C1C=CC2N(O)N=NC=2C=1. Product: [CH3:20][N:19]1[NH:18][C:17]([O:21][CH2:22][C:23]([N:38]2[CH2:39][CH2:40][N:35]([C:29]3[CH:34]=[CH:33][CH:32]=[CH:31][CH:30]=3)[CH2:36][CH2:37]2)=[O:25])=[CH:16]/[C:15]/1=[C:10]1\[N:11]=[C:12]2[C:13](=[O:14])[N:4]([CH2:1][CH:2]=[CH2:3])[C:5](=[O:6])[N:7]([CH2:26][CH:27]=[CH2:28])[C:8]2=[N:9]\1. The catalyst class is: 9. (2) Reactant: [C:1]([O-:5])(=[O:4])[CH:2]=[O:3].C(O)(=O)CO.[SH:11][CH2:12][C:13](O)=[O:14].C1(C)C=CC(S(O)(=O)=O)=CC=1. Product: [O:14]=[C:13]1[O:3][CH:2]([C:1]([OH:5])=[O:4])[S:11][CH2:12]1. The catalyst class is: 11. (3) The catalyst class is: 2. Reactant: [Cl:1][C:2]1[C:3]([F:10])=[C:4]([CH:7]=[CH:8][CH:9]=1)[CH:5]=O.[CH3:11][NH2:12]. Product: [Cl:1][C:2]1[C:3]([F:10])=[C:4](/[CH:5]=[N:12]/[CH3:11])[CH:7]=[CH:8][CH:9]=1. (4) Reactant: [CH3:1][C:2]1[C@@H:19]([O:20][C:21]([C@H:23]([OH:39])[C@@H:24]([NH:31][C:32]([O:34][C:35]([CH3:38])([CH3:37])[CH3:36])=[O:33])[C:25]2[CH:26]=[CH:27][CH:28]=[CH:29][CH:30]=2)=[O:22])[CH2:18][C@:14]2([OH:40])[C:15]([CH3:17])([CH3:16])[C:3]=1[C@@H:4]([OH:58])[C:5]([C@@:7]1([CH3:57])[C@H:12]([C@@H:13]2[O:41][C:42]([C:44]2[CH:45]=[CH:46][CH:47]=[CH:48][CH:49]=2)=[O:43])[C@:11]2([O:52][C:53]([CH3:55])=[O:54])[CH2:50][O:51][C@@H:10]2[CH2:9][C@@H:8]1[OH:56])=[O:6].[OH2:59].S([O-])([O-])(=O)=[O:61].[Al+3].[K+].S([O-])([O-])(=O)=[O:68]. Product: [CH3:1][C:2]1[C@@H:19]([O:20][C:21]([C@H:23]([OH:39])[C@@H:24]([NH:31][C:32]([O:34][C:35]([CH3:36])([CH3:37])[CH3:38])=[O:33])[C:25]2[CH:30]=[CH:29][CH:28]=[CH:27][CH:26]=2)=[O:22])[CH2:18][C@@:14]2([OH:40])[C:15]([CH3:16])([CH3:17])[C:3]=1[C@@H:4]([OH:58])[C:5]([C@@:7]1([CH3:57])[C@H:12]([C@@H:13]2[O:41][C:42]([C:44]2[CH:45]=[CH:46][CH:47]=[CH:48][CH:49]=2)=[O:43])[C@:11]2([O:52][C:53]([CH3:55])=[O:54])[CH2:50][O:51][C@@H:10]2[CH2:9][C@@H:8]1[OH:56])=[O:6].[OH2:61].[OH2:68].[OH2:59]. The catalyst class is: 12. (5) Reactant: [C:1]([O:9][CH2:10][C@H:11]1[O:15][C@@H:14](C(O)=O)[CH2:13][O:12]1)(=[O:8])[C:2]1[CH:7]=[CH:6][CH:5]=[CH:4][CH:3]=1.N1C=CC=CC=1.[C:25]([O-:28])(=[O:27])[CH3:26].[C:25]([O-:28])(=[O:27])[CH3:26].[C:25]([O-:28])(=[O:27])[CH3:26].[C:25]([O-:28])(=[O:27])[CH3:26].[Pb+4]. Product: [C:1]([O:9][CH2:10][C@H:11]1[O:15][CH:14]([O:28][C:25](=[O:27])[CH3:26])[CH2:13][O:12]1)(=[O:8])[C:2]1[CH:3]=[CH:4][CH:5]=[CH:6][CH:7]=1. The catalyst class is: 10. (6) Reactant: [CH2:1]([O:5][CH2:6][CH:7]1[CH2:12][CH2:11][C:10]([N:15]([CH3:17])[CH3:16])([C:13]#N)[CH2:9][CH2:8]1)[C:2]#[C:3][CH3:4].[C:18]1([Mg]Cl)[CH:23]=[CH:22]C=[CH:20][CH:19]=1.[Cl-].[NH4+].O. Product: [CH2:1]([O:5][CH2:6][CH:7]1[CH2:12][CH2:11][C:10]([C:13]2[CH:22]=[CH:23][CH:18]=[CH:19][CH:20]=2)([N:15]([CH3:17])[CH3:16])[CH2:9][CH2:8]1)[C:2]#[C:3][CH3:4]. The catalyst class is: 7.